This data is from Catalyst prediction with 721,799 reactions and 888 catalyst types from USPTO. The task is: Predict which catalyst facilitates the given reaction. Reactant: [C:1]([O:5][C:6]([NH:8][CH:9]1[CH2:18][C:17]2[C:12](=[CH:13][CH:14]=[C:15]([O:19][C:20]3[CH:25]=[CH:24][CH:23]=[C:22]([O:26][CH3:27])[CH:21]=3)[CH:16]=2)[NH:11][C:10]1=[N:28][NH:29][C:30](OCC)=[O:31])=[O:7])([CH3:4])([CH3:3])[CH3:2]. Product: [CH3:27][O:26][C:22]1[CH:21]=[C:20]([CH:25]=[CH:24][CH:23]=1)[O:19][C:15]1[CH:16]=[C:17]2[C:12](=[CH:13][CH:14]=1)[N:11]1[C:30](=[O:31])[NH:29][N:28]=[C:10]1[CH:9]([NH:8][C:6](=[O:7])[O:5][C:1]([CH3:3])([CH3:4])[CH3:2])[CH2:18]2. The catalyst class is: 9.